The task is: Regression. Given two drug SMILES strings and cell line genomic features, predict the synergy score measuring deviation from expected non-interaction effect.. This data is from NCI-60 drug combinations with 297,098 pairs across 59 cell lines. (1) Drug 1: C1CCC(CC1)NC(=O)N(CCCl)N=O. Drug 2: CC(C)(C#N)C1=CC(=CC(=C1)CN2C=NC=N2)C(C)(C)C#N. Cell line: DU-145. Synergy scores: CSS=5.09, Synergy_ZIP=-2.27, Synergy_Bliss=-1.08, Synergy_Loewe=-1.25, Synergy_HSA=-1.88. (2) Drug 1: CC(CN1CC(=O)NC(=O)C1)N2CC(=O)NC(=O)C2. Drug 2: C1CN1P(=S)(N2CC2)N3CC3. Cell line: IGROV1. Synergy scores: CSS=26.8, Synergy_ZIP=-1.33, Synergy_Bliss=1.13, Synergy_Loewe=4.14, Synergy_HSA=4.74. (3) Drug 1: COC1=C(C=C2C(=C1)N=CN=C2NC3=CC(=C(C=C3)F)Cl)OCCCN4CCOCC4. Drug 2: CC1CCC2CC(C(=CC=CC=CC(CC(C(=O)C(C(C(=CC(C(=O)CC(OC(=O)C3CCCCN3C(=O)C(=O)C1(O2)O)C(C)CC4CCC(C(C4)OC)OCCO)C)C)O)OC)C)C)C)OC. Cell line: BT-549. Synergy scores: CSS=41.0, Synergy_ZIP=1.93, Synergy_Bliss=1.86, Synergy_Loewe=6.31, Synergy_HSA=8.10. (4) Drug 1: CCC(=C(C1=CC=CC=C1)C2=CC=C(C=C2)OCCN(C)C)C3=CC=CC=C3.C(C(=O)O)C(CC(=O)O)(C(=O)O)O. Drug 2: C1=NC(=NC(=O)N1C2C(C(C(O2)CO)O)O)N. Cell line: KM12. Synergy scores: CSS=8.58, Synergy_ZIP=-4.02, Synergy_Bliss=-9.31, Synergy_Loewe=-27.9, Synergy_HSA=-13.8. (5) Drug 1: CN(C)C1=NC(=NC(=N1)N(C)C)N(C)C. Drug 2: B(C(CC(C)C)NC(=O)C(CC1=CC=CC=C1)NC(=O)C2=NC=CN=C2)(O)O. Cell line: BT-549. Synergy scores: CSS=-6.32, Synergy_ZIP=1.26, Synergy_Bliss=-2.67, Synergy_Loewe=-16.2, Synergy_HSA=-8.18.